From a dataset of NCI-60 drug combinations with 297,098 pairs across 59 cell lines. Regression. Given two drug SMILES strings and cell line genomic features, predict the synergy score measuring deviation from expected non-interaction effect. (1) Drug 2: C#CCC(CC1=CN=C2C(=N1)C(=NC(=N2)N)N)C3=CC=C(C=C3)C(=O)NC(CCC(=O)O)C(=O)O. Drug 1: CC1=C(N=C(N=C1N)C(CC(=O)N)NCC(C(=O)N)N)C(=O)NC(C(C2=CN=CN2)OC3C(C(C(C(O3)CO)O)O)OC4C(C(C(C(O4)CO)O)OC(=O)N)O)C(=O)NC(C)C(C(C)C(=O)NC(C(C)O)C(=O)NCCC5=NC(=CS5)C6=NC(=CS6)C(=O)NCCC[S+](C)C)O. Cell line: IGROV1. Synergy scores: CSS=31.6, Synergy_ZIP=-11.6, Synergy_Bliss=-1.45, Synergy_Loewe=0.00104, Synergy_HSA=-0.0880. (2) Drug 1: C1=CC(=CC=C1CCC2=CNC3=C2C(=O)NC(=N3)N)C(=O)NC(CCC(=O)O)C(=O)O. Drug 2: CN(C)N=NC1=C(NC=N1)C(=O)N. Cell line: DU-145. Synergy scores: CSS=11.0, Synergy_ZIP=-5.55, Synergy_Bliss=-6.27, Synergy_Loewe=-13.2, Synergy_HSA=-6.34. (3) Drug 1: C1C(C(OC1N2C=NC(=NC2=O)N)CO)O. Drug 2: CC1C(C(CC(O1)OC2CC(CC3=C2C(=C4C(=C3O)C(=O)C5=C(C4=O)C(=CC=C5)OC)O)(C(=O)CO)O)N)O.Cl. Cell line: U251. Synergy scores: CSS=45.3, Synergy_ZIP=-0.265, Synergy_Bliss=-0.286, Synergy_Loewe=-2.43, Synergy_HSA=2.32. (4) Drug 1: CCCS(=O)(=O)NC1=C(C(=C(C=C1)F)C(=O)C2=CNC3=C2C=C(C=N3)C4=CC=C(C=C4)Cl)F. Drug 2: CN1CCC(CC1)COC2=C(C=C3C(=C2)N=CN=C3NC4=C(C=C(C=C4)Br)F)OC. Cell line: CAKI-1. Synergy scores: CSS=41.4, Synergy_ZIP=1.56, Synergy_Bliss=3.51, Synergy_Loewe=-10.8, Synergy_HSA=5.60. (5) Drug 1: CC1C(C(CC(O1)OC2CC(CC3=C2C(=C4C(=C3O)C(=O)C5=C(C4=O)C(=CC=C5)OC)O)(C(=O)CO)O)N)O. Drug 2: B(C(CC(C)C)NC(=O)C(CC1=CC=CC=C1)NC(=O)C2=NC=CN=C2)(O)O. Cell line: SK-OV-3. Synergy scores: CSS=64.6, Synergy_ZIP=1.06, Synergy_Bliss=-0.101, Synergy_Loewe=-2.44, Synergy_HSA=3.29.